From a dataset of Forward reaction prediction with 1.9M reactions from USPTO patents (1976-2016). Predict the product of the given reaction. (1) Given the reactants C(Cl)(=O)C(Cl)=O.CS(C)=O.[OH:11][CH2:12][CH2:13][CH2:14][C@@:15]([CH3:30])([S:26]([CH3:29])(=[O:28])=[O:27])[C:16]([O:18][CH2:19][C:20]1[CH:25]=[CH:24][CH:23]=[CH:22][CH:21]=1)=[O:17], predict the reaction product. The product is: [CH3:30][C@@:15]([S:26]([CH3:29])(=[O:28])=[O:27])([CH2:14][CH2:13][CH:12]=[O:11])[C:16]([O:18][CH2:19][C:20]1[CH:25]=[CH:24][CH:23]=[CH:22][CH:21]=1)=[O:17]. (2) Given the reactants [CH2:1]([O:3][C:4]12[CH2:8][C:6]([NH:9]C(=O)C)([CH2:7]1)[CH2:5]2)[CH3:2].[OH-].[Na+], predict the reaction product. The product is: [CH2:1]([O:3][C:4]12[CH2:8][C:6]([NH2:9])([CH2:7]1)[CH2:5]2)[CH3:2].